The task is: Predict the product of the given reaction.. This data is from Forward reaction prediction with 1.9M reactions from USPTO patents (1976-2016). (1) Given the reactants [CH2:1]([N:8]([CH2:18][C:19]12[CH2:28][CH:23]3[CH2:24][CH:25]([CH2:27][CH:21]([CH:22]3[NH:29]C(=O)O)[CH2:20]1)[CH2:26]2)[C:9](=[O:17])[CH2:10][C:11]1[CH:16]=[CH:15][CH:14]=[CH:13][CH:12]=1)[C:2]1[CH:7]=[CH:6][CH:5]=[CH:4][CH:3]=1.Cl, predict the reaction product. The product is: [NH2:29][CH:22]1[CH:23]2[CH2:28][C:19]3([CH2:18][N:8]([CH2:1][C:2]4[CH:7]=[CH:6][CH:5]=[CH:4][CH:3]=4)[C:9](=[O:17])[CH2:10][C:11]4[CH:16]=[CH:15][CH:14]=[CH:13][CH:12]=4)[CH2:26][CH:25]([CH2:27][CH:21]1[CH2:20]3)[CH2:24]2. (2) Given the reactants Cl[C:2]1[N:7]=[C:6]([Cl:8])[N:5]=[C:4]([Cl:9])[N:3]=1.[NH2:10][CH3:11].O.[OH-].[Na+], predict the reaction product. The product is: [Cl:9][C:4]1[N:5]=[C:6]([Cl:8])[N:7]=[C:2]([NH:10][CH3:11])[N:3]=1. (3) Given the reactants [Cl:1][C:2]1([Cl:9])[CH2:7][CH2:6][C:5](=[O:8])[CH2:4][CH2:3]1.[BH4-].[Na+], predict the reaction product. The product is: [Cl:1][C:2]1([Cl:9])[CH2:7][CH2:6][CH:5]([OH:8])[CH2:4][CH2:3]1. (4) Given the reactants Br[CH2:2][CH2:3][Cl:4].[Na].[C:6]1([CH3:15])[CH:11]=[CH:10][C:9]([S:12]([OH:14])=[O:13])=[CH:8][CH:7]=1, predict the reaction product. The product is: [Cl:4][CH2:3][CH2:2][S:12]([C:9]1[CH:10]=[CH:11][C:6]([CH3:15])=[CH:7][CH:8]=1)(=[O:14])=[O:13]. (5) Given the reactants [CH2:1]([N:8]1[CH2:13][CH2:12][CH2:11][CH2:10][C:9]1=O)[C:2]1[CH:7]=[CH:6][CH:5]=[CH:4][CH:3]=1.C(OC([NH:22][C@H:23]([C@@H:27]([CH:29]1[CH2:34][CH2:33][CH2:32][CH2:31][CH2:30]1)[OH:28])[C:24]([OH:26])=O)=O)(C)(C)C.[CH2:35]([NH2:39])[CH2:36][CH2:37][CH3:38].[N:40]1([CH2:46][CH2:47][N+:48]#[C-:49])[CH2:45][CH2:44][O:43][CH2:42][CH2:41]1.Cl.C[OH:52], predict the reaction product. The product is: [CH2:1]([N:8]1[CH2:13][CH2:12][C:11]([C:49]([NH:48][CH2:47][CH2:46][N:40]2[CH2:45][CH2:44][O:43][CH2:42][CH2:41]2)=[O:52])([N:39]([CH2:35][CH2:36][CH2:37][CH3:38])[C:24](=[O:26])[C@H:23]([NH2:22])[C@H:27]([OH:28])[CH:29]2[CH2:30][CH2:31][CH2:32][CH2:33][CH2:34]2)[CH2:10][CH2:9]1)[C:2]1[CH:7]=[CH:6][CH:5]=[CH:4][CH:3]=1. (6) Given the reactants C([O:5][C:6](=[O:40])[CH2:7][N:8]1[C@H:13]([C:14]2[CH:19]=[CH:18][C:17]([C:20]#[N:21])=[CH:16][CH:15]=2)[C:12]([C:22]([CH:24]2[CH2:27][CH2:26][CH2:25]2)=[O:23])=[C:11]([CH3:28])[N:10]([C:29]2[CH:34]=[CH:33][CH:32]=[C:31]([C:35]([F:38])([F:37])[F:36])[CH:30]=2)[C:9]1=[O:39])(C)(C)C.FC(F)(F)C(O)=O, predict the reaction product. The product is: [C:20]([C:17]1[CH:16]=[CH:15][C:14]([C@H:13]2[N:8]([CH2:7][C:6]([OH:40])=[O:5])[C:9](=[O:39])[N:10]([C:29]3[CH:34]=[CH:33][CH:32]=[C:31]([C:35]([F:37])([F:36])[F:38])[CH:30]=3)[C:11]([CH3:28])=[C:12]2[C:22]([CH:24]2[CH2:25][CH2:26][CH2:27]2)=[O:23])=[CH:19][CH:18]=1)#[N:21]. (7) Given the reactants [CH2:1]([O:3][CH2:4][C:5]1[N:6]([CH2:32][CH2:33][CH3:34])[C:7]2[C:16]3[CH:15]=[CH:14][C:13]([O:17][CH:18]4[CH2:23][CH2:22][N:21]([C:24]([O:26][C:27]([CH3:30])([CH3:29])[CH3:28])=[O:25])[CH2:20][CH2:19]4)=[CH:12][C:11]=3[N:10]=[CH:9][C:8]=2[N:31]=1)[CH3:2].ClC1C=C(C=CC=1)C(OO)=O.[OH-].[NH4+:47].C1(C)C=CC(S(Cl)(=O)=O)=CC=1, predict the reaction product. The product is: [NH2:47][C:9]1[C:8]2[N:31]=[C:5]([CH2:4][O:3][CH2:1][CH3:2])[N:6]([CH2:32][CH2:33][CH3:34])[C:7]=2[C:16]2[CH:15]=[CH:14][C:13]([O:17][CH:18]3[CH2:23][CH2:22][N:21]([C:24]([O:26][C:27]([CH3:28])([CH3:30])[CH3:29])=[O:25])[CH2:20][CH2:19]3)=[CH:12][C:11]=2[N:10]=1. (8) Given the reactants [CH2:1]([O:3][C:4]1[CH:5]=[C:6]([C@H:12]([NH2:18])[CH2:13][S:14]([CH3:17])(=[O:16])=[O:15])[CH:7]=[CH:8][C:9]=1[O:10][CH3:11])[CH3:2].C[O:20][C:21](=O)[C:22]1[C:27]([NH:28][C:29]([CH:31]2[CH2:33][CH2:32]2)=[O:30])=[CH:26][CH:25]=[C:24]([Cl:34])[C:23]=1[CH2:35]Br.C(N(CC)CC)C, predict the reaction product. The product is: [Cl:34][C:24]1[CH:25]=[CH:26][C:27]([NH:28][C:29]([CH:31]2[CH2:32][CH2:33]2)=[O:30])=[C:22]2[C:23]=1[CH2:35][N:18]([C@@H:12]([C:6]1[CH:7]=[CH:8][C:9]([O:10][CH3:11])=[C:4]([O:3][CH2:1][CH3:2])[CH:5]=1)[CH2:13][S:14]([CH3:17])(=[O:16])=[O:15])[C:21]2=[O:20].